From a dataset of Full USPTO retrosynthesis dataset with 1.9M reactions from patents (1976-2016). Predict the reactants needed to synthesize the given product. (1) Given the product [CH3:1][CH:2]1[CH2:11][CH2:10][C:9]2[C:4](=[CH:5][CH:6]=[CH:7][C:8]=2[O:12][C:13]2[CH:18]=[CH:17][CH:16]=[CH:15][CH:14]=2)[N:3]1[C:25](=[O:27])[CH3:26], predict the reactants needed to synthesize it. The reactants are: [CH3:1][CH:2]1[CH2:11][CH2:10][C:9]2[C:4](=[CH:5][CH:6]=[CH:7][C:8]=2[O:12][C:13]2[CH:18]=[CH:17][CH:16]=[CH:15][CH:14]=2)[NH:3]1.N1C=CC=CC=1.[C:25](Cl)(=[O:27])[CH3:26]. (2) The reactants are: [H-].[Na+].[Cl:3][C:4]1[C:5]([N:12]2[CH:17]3[CH2:18][CH2:19][CH:13]2[CH2:14][C:15](=[N:20][OH:21])[CH2:16]3)=[N:6][CH:7]=[N:8][C:9]=1[CH2:10][CH3:11].[Br:22][C:23]1[CH:30]=[CH:29][C:26]([CH2:27]Br)=[C:25]([F:31])[CH:24]=1.[Cl-].[NH4+]. Given the product [Br:22][C:23]1[CH:30]=[CH:29][C:26]([CH2:27][O:21][N:20]=[C:15]2[CH2:14][CH:13]3[N:12]([C:5]4[C:4]([Cl:3])=[C:9]([CH2:10][CH3:11])[N:8]=[CH:7][N:6]=4)[CH:17]([CH2:18][CH2:19]3)[CH2:16]2)=[C:25]([F:31])[CH:24]=1, predict the reactants needed to synthesize it. (3) Given the product [C:1]([O:5][C:6]([NH:8][C:9]12[CH2:10][CH2:11][C:12]([C:17]([NH:23][C:22]3[CH:24]=[CH:25][C:26]([C:28]([F:29])([F:30])[F:31])=[CH:27][C:21]=3[CH3:20])=[O:18])([CH2:15][CH2:16]1)[CH2:13][CH2:14]2)=[O:7])([CH3:4])([CH3:3])[CH3:2], predict the reactants needed to synthesize it. The reactants are: [C:1]([O:5][C:6]([NH:8][C:9]12[CH2:16][CH2:15][C:12]([C:17](O)=[O:18])([CH2:13][CH2:14]1)[CH2:11][CH2:10]2)=[O:7])([CH3:4])([CH3:3])[CH3:2].[CH3:20][C:21]1[CH:27]=[C:26]([C:28]([F:31])([F:30])[F:29])[CH:25]=[CH:24][C:22]=1[NH2:23]. (4) Given the product [C:25]([N:33]1[CH:37]([CH3:38])[CH2:36][N:35]([C:2]2[CH:7]=[CH:6][C:5]([C:8]([N:10]3[CH2:15][CH2:14][N:13]([C:16]4[C:21]([CH3:22])=[CH:20][C:19]([CH3:23])=[CH:18][N:17]=4)[CH2:12][CH2:11]3)=[O:9])=[C:4]([F:24])[CH:3]=2)[C:34]1=[O:39])(=[O:32])[C:26]1[CH:27]=[CH:28][CH:29]=[CH:30][CH:31]=1, predict the reactants needed to synthesize it. The reactants are: Br[C:2]1[CH:7]=[CH:6][C:5]([C:8]([N:10]2[CH2:15][CH2:14][N:13]([C:16]3[C:21]([CH3:22])=[CH:20][C:19]([CH3:23])=[CH:18][N:17]=3)[CH2:12][CH2:11]2)=[O:9])=[C:4]([F:24])[CH:3]=1.[C:25]([N:33]1[CH:37]([CH3:38])[CH2:36][NH:35][C:34]1=[O:39])(=[O:32])[C:26]1[CH:31]=[CH:30][CH:29]=[CH:28][CH:27]=1.P([O-])([O-])([O-])=O.[K+].[K+].[K+].CNCCNC. (5) Given the product [CH3:19][C@:15]1([CH2:20][N:21]2[C:25]3[CH:26]=[C:27]([C:30]#[N:31])[CH:28]=[CH:29][C:24]=3[N:23]=[CH:22]2)[CH2:16][CH2:17][CH2:18][C@:12]2([O:11][C:10](=[O:32])[N:9]([CH2:8][C:4]3[CH:3]=[C:2]([C:43]4[CH:42]=[N:41][N:40]([CH3:39])[CH:44]=4)[CH:7]=[CH:6][N:5]=3)[CH2:13]2)[CH2:14]1, predict the reactants needed to synthesize it. The reactants are: Br[C:2]1[CH:7]=[CH:6][N:5]=[C:4]([CH2:8][N:9]2[CH2:13][C@@:12]3([CH2:18][CH2:17][CH2:16][C@@:15]([CH2:20][N:21]4[C:25]5[CH:26]=[C:27]([C:30]#[N:31])[CH:28]=[CH:29][C:24]=5[N:23]=[CH:22]4)([CH3:19])[CH2:14]3)[O:11][C:10]2=[O:32])[CH:3]=1.C(=O)([O-])[O-].[Na+].[Na+].[CH3:39][N:40]1[CH:44]=[C:43](B2OC(C)(C)C(C)(C)O2)[CH:42]=[N:41]1. (6) The reactants are: [C:1]([N:8]1[CH2:13]CC(=O)C(Br)C1)([O:3][C:4]([CH3:7])([CH3:6])[CH3:5])=[O:2].CC[O:18][C:19]([C:21]([NH2:23])=S)=[O:20].[CH3:24][C:25]1[CH:30]=[CH:29][C:28]([S:31]([O-])(=O)=O)=[CH:27]C=1.C1C=C[NH+]=CC=1. Given the product [C:1]([N:8]1[C:29]2[CH2:30][CH2:25][NH:23][CH2:27][C:28]=2[S:31][CH2:13]1)([O:3][C:4]([CH3:7])([CH3:6])[CH3:5])=[O:2].[CH3:24][CH2:21][C:19]([O-:18])=[O:20], predict the reactants needed to synthesize it. (7) Given the product [N:27]1([S:32]([N:21]2[CH2:20][CH2:19][C:16]3([C:15](=[O:24])[N:14]([C:11]4[CH:12]=[CH:13][C:8]([O:7][C:6]([F:5])([F:25])[F:26])=[CH:9][CH:10]=4)[CH2:18][CH2:17]3)[CH2:23][CH2:22]2)(=[O:34])=[O:33])[CH2:31][CH2:30][CH2:29][CH2:28]1, predict the reactants needed to synthesize it. The reactants are: C(O)(=O)C.[F:5][C:6]([F:26])([F:25])[O:7][C:8]1[CH:13]=[CH:12][C:11]([N:14]2[CH2:18][CH2:17][C:16]3([CH2:23][CH2:22][NH:21][CH2:20][CH2:19]3)[C:15]2=[O:24])=[CH:10][CH:9]=1.[N:27]1([S:32](Cl)(=[O:34])=[O:33])[CH2:31][CH2:30][CH2:29][CH2:28]1. (8) Given the product [Cl:16][C:17]1[CH:22]=[CH:21][C:20]([C:23]2[C:7]([CH:8]=[O:9])=[CH:2][N:3]=[C:4]([C:10]3[CH:15]=[CH:14][CH:13]=[CH:12][CH:11]=3)[N:5]=2)=[C:19]([CH3:27])[CH:18]=1, predict the reactants needed to synthesize it. The reactants are: Cl[C:2]1[C:7]([CH:8]=[O:9])=C[N:5]=[C:4]([C:10]2[CH:15]=[CH:14][CH:13]=[CH:12][CH:11]=2)[N:3]=1.[Cl:16][C:17]1[CH:18]=[C:19](B(O)O)[C:20]([CH3:23])=[CH:21][CH:22]=1.[C:27]([O-])([O-])=O.[K+].[K+]. (9) Given the product [F:1][C:2]1[CH:3]=[CH:4][C:5]([N:8]2[C:16]3[CH:15]=[C:14]4[CH2:17][CH2:18][C@H:19]5[C:24]([C@@:13]4([CH3:32])[CH2:12][C:11]=3[CH:10]=[N:9]2)=[CH:23][CH2:22][C@@H:21]([C:25]([F:28])([F:26])[F:27])[C@@H:20]5[C:29]([NH:74][C:71]2[CH:72]=[CH:73][C:68]([O:67][CH3:66])=[CH:69][CH:70]=2)=[O:31])=[CH:6][CH:7]=1, predict the reactants needed to synthesize it. The reactants are: [F:1][C:2]1[CH:7]=[CH:6][C:5]([N:8]2[C:16]3[CH:15]=[C:14]4[CH2:17][CH2:18][C@H:19]5[C:24]([C@@:13]4([CH3:32])[CH2:12][C:11]=3[CH:10]=[N:9]2)=[CH:23][CH2:22][C@@H:21]([C:25]([F:28])([F:27])[F:26])[C@@H:20]5[C:29]([OH:31])=O)=[CH:4][CH:3]=1.F[P-](F)(F)(F)(F)F.N1(OC(N(C)C)=[N+](C)C)C2N=CC=CC=2N=N1.C(N(CC)C(C)C)(C)C.[CH3:66][O:67][C:68]1[CH:73]=[CH:72][C:71]([NH2:74])=[CH:70][CH:69]=1. (10) Given the product [Cl:1][C:2]1[C:3]([F:11])=[CH:4][C:5]([NH:10][C:20](=[O:21])[C:19]2[C:14]([C:13]([F:24])([F:12])[F:23])=[CH:15][CH:16]=[N:17][CH:18]=2)=[C:6]([NH:8][CH3:9])[CH:7]=1, predict the reactants needed to synthesize it. The reactants are: [Cl:1][C:2]1[CH:7]=[C:6]([NH:8][CH3:9])[C:5]([NH2:10])=[CH:4][C:3]=1[F:11].[F:12][C:13]([F:24])([F:23])[C:14]1[C:19]([C:20](O)=[O:21])=[CH:18][N:17]=[CH:16][CH:15]=1.CCN=C=NCCCN(C)C.Cl.C1C=CC2N(O)N=NC=2C=1.CCN(CC)CC.